Dataset: Full USPTO retrosynthesis dataset with 1.9M reactions from patents (1976-2016). Task: Predict the reactants needed to synthesize the given product. Given the product [OH:64][C@@H:49]1[CH2:50][C@@H:51]2[O:52][CH2:53][C@@H:54]([CH2:58][CH2:59][CH2:60][C:61]([OH:63])=[O:62])[CH2:55][CH2:56][C@@H:57]2[C@H:48]1/[CH:47]=[CH:46]/[C@@H:45]([OH:65])[CH2:44][CH2:4][CH2:5][CH2:6][CH3:7], predict the reactants needed to synthesize it. The reactants are: C[Si](C)(C(C)(C)C)O[CH2:4][C@@H:5]1[C@@H:6]2[C@@H:7](O[C:4](=O)[CH2:5]2)[CH2:7][C@H:6]1OC1[CH2:7][CH2:6][CH2:5][CH2:4]O1.[Br-].C(OC(=O)CCC[Zn+])C.P(=O)(O)O.FC1C(F)=CC=CC=1O[CH2:44][C@H:45]([OH:65])/[CH:46]=[CH:47]/[C@@H:48]1[C@@H:57]2[C@@H:51]([O:52][CH2:53][C@@H:54]([CH2:58][CH2:59][CH2:60][C:61]([OH:63])=[O:62])[CH2:55][CH2:56]2)[CH2:50][C@H:49]1[OH:64].